From a dataset of HIV replication inhibition screening data with 41,000+ compounds from the AIDS Antiviral Screen. Binary Classification. Given a drug SMILES string, predict its activity (active/inactive) in a high-throughput screening assay against a specified biological target. (1) The drug is COc1cc2c(cc1OC)C1C=NC(C2)c2cc(OC)c(OC)cc21. The result is 0 (inactive). (2) The drug is Cc1nnc(NS(=O)(=O)c2ccc(N=Nc3c(N)n(C)c(=O)n(C)c3=O)cc2)s1. The result is 0 (inactive). (3) The drug is C[N+](C)(C)CC1CCCCCCCCCCC1=O.[I-]. The result is 0 (inactive). (4) The result is 0 (inactive). The drug is Cc1cc(C)nc(NS(=O)(=O)c2ccc(NC(=O)c3ccc(Cl)c4c(Nc5ccc(S(=O)(=O)Nc6nc(C)cc(C)n6)cc5)c5ccccc5nc34)cc2)n1. (5) The molecule is COc1cc(CO)c(C2OC(CO)C(O)C2O)c(OC)c1. The result is 0 (inactive). (6) The compound is Cn1c2c(cc(-c3ccccc3)c1=O)COc1ccccc1-2. The result is 0 (inactive). (7) The result is 0 (inactive). The molecule is CCCCCCCCCCCCOc1ccc(C(=NNC(=N)N)c2ccccc2)c(O)c1.